This data is from Full USPTO retrosynthesis dataset with 1.9M reactions from patents (1976-2016). The task is: Predict the reactants needed to synthesize the given product. (1) Given the product [Cl:8][C:6]1[C:7]([CH:19]=[O:20])=[C:2]([O:12][CH3:9])[N:3]=[CH:4][N:5]=1, predict the reactants needed to synthesize it. The reactants are: Cl[C:2]1[CH:7]=[C:6]([Cl:8])[N:5]=[CH:4][N:3]=1.[C:9](=[O:12])([O-])O.[Na+].CCCCC.[CH3:19][OH:20]. (2) Given the product [N+:1]([C:4]1[CH:12]=[C:11]2[C:7]([C:8]([C:13]3[CH:14]=[CH:15][C:16]([C:17]#[N:18])=[CH:19][CH:20]=3)=[CH:9][N:10]2[S:38]([C:34]2[CH:33]=[N:32][CH:37]=[CH:36][CH:35]=2)(=[O:40])=[O:39])=[CH:6][CH:5]=1)([O-:3])=[O:2], predict the reactants needed to synthesize it. The reactants are: [N+:1]([C:4]1[CH:12]=[C:11]2[C:7]([C:8]([C:13]3[CH:20]=[CH:19][C:16]([C:17]#[N:18])=[CH:15][CH:14]=3)=[CH:9][NH:10]2)=[CH:6][CH:5]=1)([O-:3])=[O:2].C(N(CC)CC)C.C(Cl)Cl.Cl.[N:32]1[CH:37]=[CH:36][CH:35]=[C:34]([S:38](Cl)(=[O:40])=[O:39])[CH:33]=1.